Dataset: NCI-60 drug combinations with 297,098 pairs across 59 cell lines. Task: Regression. Given two drug SMILES strings and cell line genomic features, predict the synergy score measuring deviation from expected non-interaction effect. (1) Drug 1: C(=O)(N)NO. Drug 2: CC1=C(N=C(N=C1N)C(CC(=O)N)NCC(C(=O)N)N)C(=O)NC(C(C2=CN=CN2)OC3C(C(C(C(O3)CO)O)O)OC4C(C(C(C(O4)CO)O)OC(=O)N)O)C(=O)NC(C)C(C(C)C(=O)NC(C(C)O)C(=O)NCCC5=NC(=CS5)C6=NC(=CS6)C(=O)NCCC[S+](C)C)O. Cell line: T-47D. Synergy scores: CSS=6.72, Synergy_ZIP=-3.28, Synergy_Bliss=-8.08, Synergy_Loewe=-6.81, Synergy_HSA=-7.01. (2) Drug 1: CC1=C2C(C(=O)C3(C(CC4C(C3C(C(C2(C)C)(CC1OC(=O)C(C(C5=CC=CC=C5)NC(=O)OC(C)(C)C)O)O)OC(=O)C6=CC=CC=C6)(CO4)OC(=O)C)O)C)O. Drug 2: C1=NNC2=C1C(=O)NC=N2. Cell line: SF-268. Synergy scores: CSS=7.27, Synergy_ZIP=-7.21, Synergy_Bliss=2.47, Synergy_Loewe=-23.6, Synergy_HSA=1.49. (3) Drug 1: C1CN1C2=NC(=NC(=N2)N3CC3)N4CC4. Drug 2: CN(C(=O)NC(C=O)C(C(C(CO)O)O)O)N=O. Cell line: HCC-2998. Synergy scores: CSS=20.0, Synergy_ZIP=0.930, Synergy_Bliss=5.12, Synergy_Loewe=-13.7, Synergy_HSA=1.58. (4) Drug 1: C1=CC(=C(C=C1I)F)NC2=C(C=CC(=C2F)F)C(=O)NOCC(CO)O. Drug 2: CC(C)(C#N)C1=CC=C(C=C1)N2C3=C4C=C(C=CC4=NC=C3N(C2=O)C)C5=CC6=CC=CC=C6N=C5. Cell line: HCT116. Synergy scores: CSS=75.2, Synergy_ZIP=9.24, Synergy_Bliss=7.38, Synergy_Loewe=10.1, Synergy_HSA=13.8. (5) Drug 1: CC1=C2C(C(=O)C3(C(CC4C(C3C(C(C2(C)C)(CC1OC(=O)C(C(C5=CC=CC=C5)NC(=O)OC(C)(C)C)O)O)OC(=O)C6=CC=CC=C6)(CO4)OC(=O)C)OC)C)OC. Drug 2: C1CC(=O)NC(=O)C1N2C(=O)C3=CC=CC=C3C2=O. Cell line: NCIH23. Synergy scores: CSS=42.1, Synergy_ZIP=1.64, Synergy_Bliss=-0.172, Synergy_Loewe=-46.7, Synergy_HSA=0.554. (6) Drug 1: C1C(C(OC1N2C=C(C(=O)NC2=O)F)CO)O. Drug 2: CCCCCOC(=O)NC1=NC(=O)N(C=C1F)C2C(C(C(O2)C)O)O. Cell line: MDA-MB-231. Synergy scores: CSS=4.80, Synergy_ZIP=2.54, Synergy_Bliss=-2.27, Synergy_Loewe=-15.8, Synergy_HSA=-3.53. (7) Drug 1: C1C(C(OC1N2C=C(C(=O)NC2=O)F)CO)O. Drug 2: CC1=C2C(C(=O)C3(C(CC4C(C3C(C(C2(C)C)(CC1OC(=O)C(C(C5=CC=CC=C5)NC(=O)C6=CC=CC=C6)O)O)OC(=O)C7=CC=CC=C7)(CO4)OC(=O)C)O)C)OC(=O)C. Cell line: MDA-MB-231. Synergy scores: CSS=37.9, Synergy_ZIP=-0.0938, Synergy_Bliss=1.45, Synergy_Loewe=2.42, Synergy_HSA=4.76. (8) Drug 1: C1CCC(C1)C(CC#N)N2C=C(C=N2)C3=C4C=CNC4=NC=N3. Drug 2: CC12CCC3C(C1CCC2OP(=O)(O)O)CCC4=C3C=CC(=C4)OC(=O)N(CCCl)CCCl.[Na+]. Cell line: OVCAR-8. Synergy scores: CSS=4.37, Synergy_ZIP=0.0884, Synergy_Bliss=1.46, Synergy_Loewe=-0.416, Synergy_HSA=-0.436. (9) Drug 1: C#CCC(CC1=CN=C2C(=N1)C(=NC(=N2)N)N)C3=CC=C(C=C3)C(=O)NC(CCC(=O)O)C(=O)O. Drug 2: C(CN)CNCCSP(=O)(O)O. Cell line: CCRF-CEM. Synergy scores: CSS=-3.67, Synergy_ZIP=2.50, Synergy_Bliss=2.03, Synergy_Loewe=-2.65, Synergy_HSA=-3.02.